This data is from Reaction yield outcomes from USPTO patents with 853,638 reactions. The task is: Predict the reaction yield, written as a fraction of the theoretical maximum amount of product (1.0 means a 100% yield; for example, 0.34 means a 34% yield). (1) The reactants are C([O:4][C:5]([C:7]1[N:8]([N:12]([C:18](=[O:37])[CH2:19][C:20]2[NH:25][C:24]3[CH:26]=[CH:27][C:28]([NH:30][S:31]([CH3:34])(=[O:33])=[O:32])=[CH:29][C:23]=3[S:22](=[O:36])(=[O:35])[CH:21]=2)[CH2:13][CH2:14][CH:15]([CH3:17])[CH3:16])[CH:9]=[CH:10][CH:11]=1)=O)C=C.[O-]CC.[Na+].Cl. The catalyst is C(O)C. The yield is 0.130. The product is [OH:4][C:5]1[C:7]2[N:8]([CH:9]=[CH:10][CH:11]=2)[N:12]([CH2:13][CH2:14][CH:15]([CH3:16])[CH3:17])[C:18](=[O:37])[C:19]=1[C:20]1[NH:25][C:24]2[CH:26]=[CH:27][C:28]([NH:30][S:31]([CH3:34])(=[O:33])=[O:32])=[CH:29][C:23]=2[S:22](=[O:35])(=[O:36])[CH:21]=1. (2) The reactants are [CH2:1]([O:8][C:9]1[CH:10]=[CH:11][C:12]([N+:17]([O-])=O)=[C:13]([CH:16]=1)[NH:14][CH3:15])[C:2]1[CH:7]=[CH:6][CH:5]=[CH:4][CH:3]=1.[ClH:20]. The catalyst is [C].[Pt].C1(C)C=CC=CC=1. The product is [ClH:20].[CH2:1]([O:8][C:9]1[CH:16]=[C:13]([NH:14][CH3:15])[C:12]([NH2:17])=[CH:11][CH:10]=1)[C:2]1[CH:3]=[CH:4][CH:5]=[CH:6][CH:7]=1. The yield is 0.910. (3) The reactants are Cl.[NH:2]1[CH:6]=CC(C(N)=N)=N1.[NH2:10][CH2:11][CH2:12][C:13]1[CH:19]=[CH:18][C:16]([NH2:17])=[CH:15][CH:14]=1.C([N:23](C(C)C)CC)(C)C.CO[C:31]([C:33]1[C:38]([NH2:39])=[N:37][C:36]([NH2:40])=[C:35]([Cl:41])[N:34]=1)=[O:32].[OH-].[Na+]. The catalyst is CN(C=O)C.CO.CCOCC. The product is [ClH:41].[NH2:17][C:16]1[CH:18]=[CH:19][C:13]([CH2:12][CH2:11][NH:10][C:6]([N:37]2[C:36]([NH2:40])=[C:35]([Cl:41])[N:34]=[C:33]([C:31]([NH2:23])=[O:32])[CH:38]2[NH2:39])=[NH:2])=[CH:14][CH:15]=1. The yield is 0.110. (4) The reactants are C1([C@H](NCCN[C@@H](C2C=CC=CC=2)C)C)C=CC=CC=1.C(O)CO.C([Zn]CC)C.C[O:31][C:32](=[O:55])[C:33]1[CH:38]=[C:37]([CH3:39])[C:36]([C:40](=[O:53])[C:41]2[CH:46]=[C:45]([N:47]3[CH:51]=[CH:50][N:49]=[CH:48]3)[CH:44]=[CH:43][C:42]=2[CH3:52])=[C:35]([CH3:54])[CH:34]=1.C[SiH](O)C.C[Si](C)(C)C.C[Si](O)(C)C.[OH-].[Na+]. The catalyst is O1CCCC1.C(O)C. The product is [OH:53][C@@H:40]([C:41]1[CH:46]=[C:45]([N:47]2[CH:51]=[CH:50][N:49]=[CH:48]2)[CH:44]=[CH:43][C:42]=1[CH3:52])[C:36]1[C:35]([CH3:54])=[CH:34][C:33]([C:32]([OH:55])=[O:31])=[CH:38][C:37]=1[CH3:39]. The yield is 0.680. (5) The reactants are [F:1][C:2]([F:14])([F:13])[C:3]1[CH:8]=[CH:7][CH:6]=[CH:5][C:4]=1[NH:9][C:10]([NH2:12])=[S:11].Br[CH2:16][C:17]([C:19]1[CH:24]=[CH:23][CH:22]=[C:21]([N+:25]([O-:27])=[O:26])[CH:20]=1)=O. The catalyst is C1COCC1. The product is [N+:25]([C:21]1[CH:20]=[C:19]([C:17]2[N:12]=[C:10]([NH:9][C:4]3[CH:5]=[CH:6][CH:7]=[CH:8][C:3]=3[C:2]([F:13])([F:1])[F:14])[S:11][CH:16]=2)[CH:24]=[CH:23][CH:22]=1)([O-:27])=[O:26]. The yield is 0.820. (6) The reactants are [B:10]1([B:10]2[O:14][C:13]([CH3:16])([CH3:15])[C:12]([CH3:18])([CH3:17])[O:11]2)[O:14][C:13]([CH3:16])([CH3:15])[C:12]([CH3:18])([CH3:17])[O:11]1.C([O-])(=O)C.[K+].[CH:24]([O:27][C:28]1[CH:33]=[CH:32][CH:31]=[C:30](OC(C)C)[C:29]=1C1C=CC=CC=1P1C(C)(C)CC2(OCCO2)CC1(C)C)(C)C.ClC1C=CC(OC)=CC=1. The catalyst is C1C=CC(/C=C/C(/C=C/C2C=CC=CC=2)=O)=CC=1.C1C=CC(/C=C/C(/C=C/C2C=CC=CC=2)=O)=CC=1.C1C=CC(/C=C/C(/C=C/C2C=CC=CC=2)=O)=CC=1.[Pd].[Pd].O1CCOCC1. The product is [CH3:24][O:27][C:28]1[CH:33]=[CH:32][C:31]([B:10]2[O:11][C:12]([CH3:17])([CH3:18])[C:13]([CH3:15])([CH3:16])[O:14]2)=[CH:30][CH:29]=1. The yield is 0.730. (7) The reactants are [OH:1]OS([O-])=O.[K+].[O:7]=[C:8]([N:22]1[CH2:27][CH2:26][CH2:25][CH2:24][CH2:23]1)[CH:9]([C:14]1[CH:21]=[CH:20][C:17]([CH:18]=[O:19])=[CH:16][CH:15]=1)[CH2:10][CH2:11][CH2:12][CH3:13]. The catalyst is CN(C=O)C. The product is [O:7]=[C:8]([N:22]1[CH2:27][CH2:26][CH2:25][CH2:24][CH2:23]1)[CH:9]([C:14]1[CH:15]=[CH:16][C:17]([C:18]([OH:1])=[O:19])=[CH:20][CH:21]=1)[CH2:10][CH2:11][CH2:12][CH3:13]. The yield is 0.640. (8) The reactants are [F:1][C:2]([F:24])([F:23])[CH2:3][S:4][C:5]1[CH:10]=[C:9]([C:11]2[C:12]([C:16]([F:19])([F:18])[F:17])=[N:13][NH:14][CH:15]=2)[CH:8]=[CH:7][C:6]=1[CH:20]([F:22])[F:21].ClC1C=CC=C(C(OO)=[O:33])C=1.S([O-])([O-])=O.[Na+].[Na+]. The catalyst is C(Cl)(Cl)Cl. The product is [F:24][C:2]([F:1])([F:23])[CH2:3][S:4]([C:5]1[CH:10]=[C:9]([C:11]2[C:12]([C:16]([F:18])([F:19])[F:17])=[N:13][NH:14][CH:15]=2)[CH:8]=[CH:7][C:6]=1[CH:20]([F:22])[F:21])=[O:33]. The yield is 0.974.